This data is from Catalyst prediction with 721,799 reactions and 888 catalyst types from USPTO. The task is: Predict which catalyst facilitates the given reaction. (1) Product: [CH3:59][N:58]1[C:57]2[CH:60]=[CH:61][CH:62]=[CH:63][C:56]=2[N:55]=[C:54]1[C:50]1[CH:49]=[C:48]([N:71]2[CH2:72][CH2:73][C:68]3([O:67][CH2:66][CH2:65][O:64]3)[CH2:69][CH2:70]2)[CH:53]=[CH:52][CH:51]=1. Reactant: C1C=CC(P(C2C(C3C(P(C4C=CC=CC=4)C4C=CC=CC=4)=CC=C4C=3C=CC=C4)=C3C(C=CC=C3)=CC=2)C2C=CC=CC=2)=CC=1.Br[C:48]1[CH:49]=[C:50]([C:54]2[N:58]([CH3:59])[C:57]3[CH:60]=[CH:61][CH:62]=[CH:63][C:56]=3[N:55]=2)[CH:51]=[CH:52][CH:53]=1.[O:64]1[C:68]2([CH2:73][CH2:72][NH:71][CH2:70][CH2:69]2)[O:67][CH2:66][CH2:65]1.C([O-])([O-])=O.[Cs+].[Cs+]. The catalyst class is: 222. (2) Reactant: [CH3:1][O:2][C:3]1[CH:4]=[C:5]([CH2:11][CH:12]([NH:16][CH:17]=O)[CH:13]([CH3:15])[CH3:14])[CH:6]=[CH:7][C:8]=1[O:9][CH3:10].O=P(Cl)(Cl)Cl. Product: [CH:13]([CH:12]1[CH2:11][C:5]2[C:6](=[CH:7][C:8]([O:9][CH3:10])=[C:3]([O:2][CH3:1])[CH:4]=2)[CH:17]=[N:16]1)([CH3:14])[CH3:15]. The catalyst class is: 10. (3) Reactant: Cl.Cl.[CH:3]1([CH2:9][CH2:10][O:11][C:12]2[CH:13]=[C:14]([CH:22]=[CH:23][CH:24]=2)[CH2:15][N:16]2[CH2:21][CH2:20][NH:19][CH2:18][CH2:17]2)[CH2:8][CH2:7][CH2:6][CH2:5][CH2:4]1.[O-:25][C:26]#[N:27].[K+].Cl.[OH-].[Na+]. Product: [CH:3]1([CH2:9][CH2:10][O:11][C:12]2[CH:13]=[C:14]([CH:22]=[CH:23][CH:24]=2)[CH2:15][N:16]2[CH2:21][CH2:20][N:19]([C:26]([NH2:27])=[O:25])[CH2:18][CH2:17]2)[CH2:8][CH2:7][CH2:6][CH2:5][CH2:4]1. The catalyst class is: 5.